This data is from Full USPTO retrosynthesis dataset with 1.9M reactions from patents (1976-2016). The task is: Predict the reactants needed to synthesize the given product. (1) Given the product [I:38][C:25]1[C:24]([O:23][CH3:22])=[CH:29][C:28]([O:30][CH3:31])=[CH:27][C:26]=1[C:6]1[C:5]([CH:2]([CH3:4])[CH3:3])=[CH:10][C:9]([CH:11]([CH3:13])[CH3:12])=[CH:8][C:7]=1[CH:14]([CH3:16])[CH3:15], predict the reactants needed to synthesize it. The reactants are: [Mg].[CH:2]([C:5]1[CH:10]=[C:9]([CH:11]([CH3:13])[CH3:12])[CH:8]=[C:7]([CH:14]([CH3:16])[CH3:15])[C:6]=1Br)([CH3:4])[CH3:3].BrCCBr.[CH3:22][O:23][C:24]1[CH:25]=[C:26](F)[CH:27]=[C:28]([O:30][CH3:31])[CH:29]=1.[Li]CCCC.[I:38]I. (2) The reactants are: Br[C:2]1[CH:11]=[C:10]2[C:5]([CH2:6][O:7][C:8]2=[O:9])=[CH:4][CH:3]=1.[CH2:12]([OH:15])[C:13]#[CH:14].C(N(CC)CC)C.CO. Given the product [OH:15][CH2:12][C:13]#[C:14][C:2]1[CH:11]=[C:10]2[C:5]([CH2:6][O:7][C:8]2=[O:9])=[CH:4][CH:3]=1, predict the reactants needed to synthesize it. (3) Given the product [C:1]([C:3]1[C:4]([NH:19][C:20]2[CH:21]=[C:22]([CH:28]=[CH:29][C:30]=2[CH3:31])[C:23]([NH:25][O:26][CH3:27])=[O:24])=[N:5][C:6]([NH:44][CH:41]2[CH2:42][CH2:43][NH:39][CH2:40]2)=[N:7][C:8]=1[N:9]([CH2:11][C:12]([CH3:15])([CH3:14])[CH3:13])[CH3:10])#[N:2], predict the reactants needed to synthesize it. The reactants are: [C:1]([C:3]1[C:4]([NH:19][C:20]2[CH:21]=[C:22]([CH:28]=[CH:29][C:30]=2[CH3:31])[C:23]([NH:25][O:26][CH3:27])=[O:24])=[N:5][C:6](S(C)=O)=[N:7][C:8]=1[N:9]([CH2:11][C:12]([CH3:15])([CH3:14])[CH3:13])[CH3:10])#[N:2].C([N:39]1[CH2:43][CH2:42][C@@H:41]([NH2:44])[CH2:40]1)(OC(C)(C)C)=O.CCN(C(C)C)C(C)C. (4) The reactants are: FC(F)(F)S(O[C:7]1[CH2:8][CH2:9][O:10][CH2:11][CH:12]=1)(=O)=O.[B:15]1([B:15]2[O:19][C:18]([CH3:21])([CH3:20])[C:17]([CH3:23])([CH3:22])[O:16]2)[O:19][C:18]([CH3:21])([CH3:20])[C:17]([CH3:23])([CH3:22])[O:16]1.CC([O-])=O.[K+].C(Cl)Cl. Given the product [O:10]1[CH2:11][CH:12]=[C:7]([B:15]2[O:19][C:18]([CH3:21])([CH3:20])[C:17]([CH3:23])([CH3:22])[O:16]2)[CH2:8][CH2:9]1, predict the reactants needed to synthesize it. (5) Given the product [CH2:16]([NH:23][CH2:2][CH:3]([C:5]1[CH:10]=[CH:9][CH:8]=[C:7]([O:11][CH3:12])[CH:6]=1)[OH:4])[C:17]1[CH:22]=[CH:21][CH:20]=[CH:19][CH:18]=1, predict the reactants needed to synthesize it. The reactants are: Br[CH2:2][C:3]([C:5]1[CH:10]=[CH:9][CH:8]=[C:7]([O:11][CH3:12])[CH:6]=1)=[O:4].C(O)C.[CH2:16]([NH2:23])[C:17]1[CH:22]=[CH:21][CH:20]=[CH:19][CH:18]=1.[BH4-].[Na+]. (6) Given the product [CH3:1][O:2][C:3](=[O:22])[CH2:4][C:5]1([CH2:11][N:12]2[C:13](=[O:21])[C:14]3[C:15](=[CH:16][CH:17]=[CH:18][CH:19]=3)[NH:20][C:23]2=[O:24])[CH2:6][CH2:7][CH2:8][CH2:9][CH2:10]1, predict the reactants needed to synthesize it. The reactants are: [CH3:1][O:2][C:3](=[O:22])[CH2:4][C:5]1([CH2:11][NH:12][C:13](=[O:21])[C:14]2[CH:19]=[CH:18][CH:17]=[CH:16][C:15]=2[NH2:20])[CH2:10][CH2:9][CH2:8][CH2:7][CH2:6]1.[C:23](N1C=CN=C1)(N1C=CN=C1)=[O:24].N12CCCN=C1CCCCC2.